This data is from NCI-60 drug combinations with 297,098 pairs across 59 cell lines. The task is: Regression. Given two drug SMILES strings and cell line genomic features, predict the synergy score measuring deviation from expected non-interaction effect. (1) Drug 1: CC12CCC3C(C1CCC2=O)CC(=C)C4=CC(=O)C=CC34C. Drug 2: CC1=CC=C(C=C1)C2=CC(=NN2C3=CC=C(C=C3)S(=O)(=O)N)C(F)(F)F. Cell line: HCC-2998. Synergy scores: CSS=38.3, Synergy_ZIP=-0.759, Synergy_Bliss=-4.30, Synergy_Loewe=-3.89, Synergy_HSA=-4.58. (2) Cell line: HS 578T. Drug 2: CNC(=O)C1=NC=CC(=C1)OC2=CC=C(C=C2)NC(=O)NC3=CC(=C(C=C3)Cl)C(F)(F)F. Synergy scores: CSS=22.8, Synergy_ZIP=-0.393, Synergy_Bliss=2.29, Synergy_Loewe=-14.7, Synergy_HSA=-1.20. Drug 1: CC1=C(C=C(C=C1)NC2=NC=CC(=N2)N(C)C3=CC4=NN(C(=C4C=C3)C)C)S(=O)(=O)N.Cl. (3) Drug 1: CCCS(=O)(=O)NC1=C(C(=C(C=C1)F)C(=O)C2=CNC3=C2C=C(C=N3)C4=CC=C(C=C4)Cl)F. Drug 2: CC12CCC3C(C1CCC2=O)CC(=C)C4=CC(=O)C=CC34C. Cell line: SF-539. Synergy scores: CSS=13.9, Synergy_ZIP=-0.889, Synergy_Bliss=-1.91, Synergy_Loewe=-10.3, Synergy_HSA=-1.24. (4) Cell line: A498. Synergy scores: CSS=1.95, Synergy_ZIP=-3.56, Synergy_Bliss=-6.98, Synergy_Loewe=-7.31, Synergy_HSA=-7.51. Drug 1: CNC(=O)C1=NC=CC(=C1)OC2=CC=C(C=C2)NC(=O)NC3=CC(=C(C=C3)Cl)C(F)(F)F. Drug 2: CS(=O)(=O)OCCCCOS(=O)(=O)C. (5) Drug 1: CCC1=C2CN3C(=CC4=C(C3=O)COC(=O)C4(CC)O)C2=NC5=C1C=C(C=C5)O. Drug 2: CCN(CC)CCNC(=O)C1=C(NC(=C1C)C=C2C3=C(C=CC(=C3)F)NC2=O)C. Cell line: PC-3. Synergy scores: CSS=21.7, Synergy_ZIP=-6.93, Synergy_Bliss=-0.762, Synergy_Loewe=-6.63, Synergy_HSA=2.23. (6) Drug 1: CC1C(C(CC(O1)OC2CC(CC3=C2C(=C4C(=C3O)C(=O)C5=C(C4=O)C(=CC=C5)OC)O)(C(=O)CO)O)N)O.Cl. Drug 2: CC1=C(N=C(N=C1N)C(CC(=O)N)NCC(C(=O)N)N)C(=O)NC(C(C2=CN=CN2)OC3C(C(C(C(O3)CO)O)O)OC4C(C(C(C(O4)CO)O)OC(=O)N)O)C(=O)NC(C)C(C(C)C(=O)NC(C(C)O)C(=O)NCCC5=NC(=CS5)C6=NC(=CS6)C(=O)NCCC[S+](C)C)O. Cell line: HCT-15. Synergy scores: CSS=20.4, Synergy_ZIP=1.83, Synergy_Bliss=-0.146, Synergy_Loewe=-13.7, Synergy_HSA=-4.04.